From a dataset of Forward reaction prediction with 1.9M reactions from USPTO patents (1976-2016). Predict the product of the given reaction. Given the reactants [Cl:1][C:2]1[C:10]2[N:9]=[C:8]3[N:11]([C:15]4[CH:20]=[CH:19][C:18]([Cl:21])=[CH:17][C:16]=4[Cl:22])[CH2:12][CH2:13][CH2:14][N:7]3[C:6]=2[C:5]([CH:23]([CH:25]2[CH2:27][CH2:26]2)[OH:24])=[CH:4][CH:3]=1.N(C(N1CCCCC1)=O)=NC(N1CCCCC1)=O.C(P(CCCC)CCCC)CCC.[F:59][CH:60]([F:63])[CH2:61]O, predict the reaction product. The product is: [Cl:1][C:2]1[C:10]2[N:9]=[C:8]3[N:11]([C:15]4[CH:20]=[CH:19][C:18]([Cl:21])=[CH:17][C:16]=4[Cl:22])[CH2:12][CH2:13][CH2:14][N:7]3[C:6]=2[C:5]([CH:23]([CH:25]2[CH2:27][CH2:26]2)[O:24][CH2:61][CH:60]([F:63])[F:59])=[CH:4][CH:3]=1.